This data is from Reaction yield outcomes from USPTO patents with 853,638 reactions. The task is: Predict the reaction yield, written as a fraction of the theoretical maximum amount of product (1.0 means a 100% yield; for example, 0.34 means a 34% yield). (1) The yield is 0.890. The reactants are [C:1]([O:5][C:6]([N:8]1[CH2:13][CH2:12][CH2:11][CH:10]([C:14]([OH:16])=O)[CH2:9]1)=[O:7])([CH3:4])([CH3:3])[CH3:2].[NH:17]1[CH2:21][CH2:20][CH:19]([C:22]2[CH:23]=[N:24][CH:25]=[CH:26][CH:27]=2)[CH2:18]1.F[P-](F)(F)(F)(F)F.N1(O[P+](N(C)C)(N(C)C)N(C)C)C2C=CC=CC=2N=N1.C(N(CC)C(C)C)(C)C. The catalyst is C(Cl)Cl. The product is [N:24]1[CH:25]=[CH:26][CH:27]=[C:22]([CH:19]2[CH2:20][CH2:21][N:17]([C:14]([CH:10]3[CH2:11][CH2:12][CH2:13][N:8]([C:6]([O:5][C:1]([CH3:2])([CH3:3])[CH3:4])=[O:7])[CH2:9]3)=[O:16])[CH2:18]2)[CH:23]=1. (2) The reactants are [NH2:1][C:2]1[CH:7]=[CH:6][CH:5]=[CH:4][CH:3]=1.Br[CH2:9][CH2:10][CH2:11][CH2:12][CH2:13][CH2:14][N:15]1[C:23](=[O:24])[C:22]2[C:17](=[CH:18][CH:19]=[CH:20][CH:21]=2)[C:16]1=[O:25].C([O-])([O-])=O.[K+].[K+]. The catalyst is CC#N. The product is [C:2]1([NH:1][CH2:9][CH2:10][CH2:11][CH2:12][CH2:13][CH2:14][N:15]2[C:16](=[O:25])[C:17]3[C:22](=[CH:21][CH:20]=[CH:19][CH:18]=3)[C:23]2=[O:24])[CH:7]=[CH:6][CH:5]=[CH:4][CH:3]=1. The yield is 0.390. (3) The reactants are O[C:2]1[N:7]2[N:8]=[C:9]([C:11]3[CH:20]=[CH:19][C:18]4[CH2:17][CH2:16][CH2:15][CH2:14][C:13]=4[CH:12]=3)[CH:10]=[C:6]2[N:5]=[C:4]([CH3:21])[C:3]=1[CH2:22][C:23]([O:25][CH3:26])=[O:24].P(Cl)(Cl)([Cl:29])=O. No catalyst specified. The product is [Cl:29][C:2]1[N:7]2[N:8]=[C:9]([C:11]3[CH:20]=[CH:19][C:18]4[CH2:17][CH2:16][CH2:15][CH2:14][C:13]=4[CH:12]=3)[CH:10]=[C:6]2[N:5]=[C:4]([CH3:21])[C:3]=1[CH2:22][C:23]([O:25][CH3:26])=[O:24]. The yield is 0.633. (4) The reactants are [NH:1]([C:12]([O:14][C:15]([CH3:18])([CH3:17])[CH3:16])=[O:13])[C@H:2]([C:8]([O:10][CH3:11])=[O:9])[CH2:3]SSCC.C(=O)([O-])[O-].[K+].[K+].C(OCC)(=O)C. The catalyst is CN(C=O)C.O.C(OCC)C. The product is [C:15]([O:14][C:12]([NH:1][C:2](=[CH2:3])[C:8]([O:10][CH3:11])=[O:9])=[O:13])([CH3:18])([CH3:17])[CH3:16]. The yield is 0.790. (5) The reactants are I[C:2]1[N:3]=[C:4]([CH:12]([CH3:14])[CH3:13])[N:5]2[CH:10]=[CH:9][N:8]=[C:7]([NH2:11])[C:6]=12.CC1(C)C(C)(C)OB([C:23]2[CH:28]=[CH:27][C:26]([NH:29][C:30]([NH:32][C:33]3[CH:38]=[CH:37][CH:36]=[C:35]([C:39]([F:42])([F:41])[F:40])[CH:34]=3)=[O:31])=[CH:25][CH:24]=2)O1.C(=O)([O-])[O-].[Na+].[Na+].C(Cl)Cl. The catalyst is COCCOC.O.C(#N)C.O.C1C=CC([P]([Pd]([P](C2C=CC=CC=2)(C2C=CC=CC=2)C2C=CC=CC=2)([P](C2C=CC=CC=2)(C2C=CC=CC=2)C2C=CC=CC=2)[P](C2C=CC=CC=2)(C2C=CC=CC=2)C2C=CC=CC=2)(C2C=CC=CC=2)C2C=CC=CC=2)=CC=1.CO. The product is [NH2:11][C:7]1[C:6]2[N:5]([C:4]([CH:12]([CH3:14])[CH3:13])=[N:3][C:2]=2[C:23]2[CH:24]=[CH:25][C:26]([NH:29][C:30]([NH:32][C:33]3[CH:38]=[CH:37][CH:36]=[C:35]([C:39]([F:40])([F:41])[F:42])[CH:34]=3)=[O:31])=[CH:27][CH:28]=2)[CH:10]=[CH:9][N:8]=1. The yield is 0.350. (6) The reactants are [NH2:1][C:2]1[CH:3]=[CH:4][CH:5]=[C:6]2[C:11]=1[N:10]=[CH:9][CH:8]=[CH:7]2.[CH3:12][O:13][C:14]1[CH:19]=[CH:18][C:17]([S:20](Cl)(=[O:22])=[O:21])=[CH:16][CH:15]=1. The catalyst is CN(C1C=CN=CC=1)C. The product is [CH3:12][O:13][C:14]1[CH:15]=[CH:16][C:17]([S:20]([NH:1][C:2]2[CH:3]=[CH:4][CH:5]=[C:6]3[C:11]=2[N:10]=[CH:9][CH:8]=[CH:7]3)(=[O:22])=[O:21])=[CH:18][CH:19]=1. The yield is 0.580. (7) The reactants are [C:1]([O:20][CH2:21][C:22]([OH:24])=[O:23])([C:14]1[CH:19]=[CH:18][CH:17]=[CH:16][CH:15]=1)([C:8]1[CH:13]=[CH:12][CH:11]=[CH:10][CH:9]=1)[C:2]1[CH:7]=[CH:6][CH:5]=[CH:4][CH:3]=1.[Cl:25][C:26]1[CH:27]=[N+:28]([O-:51])[CH:29]=[C:30]([Cl:50])[C:31]=1[CH2:32][C@@H:33]([C:35]1[CH:40]=[CH:39][C:38]([O:41][CH:42]([F:44])[F:43])=[C:37]([O:45][CH2:46][CH:47]2[CH2:49][CH2:48]2)[CH:36]=1)O.C(Cl)CCl.C([O-])([O-])=O.[K+].[K+]. The catalyst is C(Cl)Cl.CN(C1C=CN=CC=1)C. The product is [Cl:25][C:26]1[CH:27]=[N+:28]([O-:51])[CH:29]=[C:30]([Cl:50])[C:31]=1[CH2:32][C@@H:33]([C:35]1[CH:40]=[CH:39][C:38]([O:41][CH:42]([F:44])[F:43])=[C:37]([O:45][CH2:46][CH:47]2[CH2:49][CH2:48]2)[CH:36]=1)[O:23][C:22](=[O:24])[CH2:21][O:20][C:1]([C:8]1[CH:13]=[CH:12][CH:11]=[CH:10][CH:9]=1)([C:14]1[CH:15]=[CH:16][CH:17]=[CH:18][CH:19]=1)[C:2]1[CH:3]=[CH:4][CH:5]=[CH:6][CH:7]=1. The yield is 0.628. (8) The reactants are CS[C:3]1[N:8]=[C:7]([O:9][CH2:10][C@H:11]2[CH2:13][C@H:12]2[C:14]#[N:15])[CH:6]=[C:5]([N:16]2[CH2:21][CH2:20][CH:19]([C:22]3[C:30]4[C:25](=[N:26][CH:27]=[CH:28][CH:29]=4)[NH:24][N:23]=3)[CH2:18][CH2:17]2)[N:4]=1.Cl.O[O:33][S:34]([O-:36])=O.[K+].[CH2:38]1COCC1. The catalyst is O.CCOC(C)=O. The product is [CH3:38][S:34]([C:3]1[N:8]=[C:7]([O:9][CH2:10][C@H:11]2[CH2:13][C@H:12]2[C:14]#[N:15])[CH:6]=[C:5]([N:16]2[CH2:17][CH2:18][CH:19]([C:22]3[C:30]4[C:25](=[N:26][CH:27]=[CH:28][CH:29]=4)[NH:24][N:23]=3)[CH2:20][CH2:21]2)[N:4]=1)(=[O:36])=[O:33]. The yield is 0.430. (9) The reactants are [Cl-].O[NH3+:3].[C:4](=[O:7])([O-])[OH:5].[Na+].CS(C)=O.[CH3:13][O:14][C:15]1[CH:47]=[CH:46][C:18]([O:19][C:20]2[C:25](=[O:26])[N:24]([CH2:27][C:28]3[CH:33]=[CH:32][C:31]([C:34]4[C:35]([C:40]#[N:41])=[CH:36][CH:37]=[CH:38][CH:39]=4)=[CH:30][CH:29]=3)[C:23]([CH2:42][CH2:43][CH3:44])=[N:22][C:21]=2[CH3:45])=[CH:17][CH:16]=1. The catalyst is C(OCC)(=O)C. The product is [CH3:13][O:14][C:15]1[CH:16]=[CH:17][C:18]([O:19][C:20]2[C:25](=[O:26])[N:24]([CH2:27][C:28]3[CH:33]=[CH:32][C:31]([C:34]4[CH:39]=[CH:38][CH:37]=[CH:36][C:35]=4[C:40]4[NH:3][C:4](=[O:7])[O:5][N:41]=4)=[CH:30][CH:29]=3)[C:23]([CH2:42][CH2:43][CH3:44])=[N:22][C:21]=2[CH3:45])=[CH:46][CH:47]=1. The yield is 0.560.